From a dataset of Catalyst prediction with 721,799 reactions and 888 catalyst types from USPTO. Predict which catalyst facilitates the given reaction. (1) Reactant: C(Cl)Cl.[Br:4][C:5]1[CH:11]=[CH:10][CH:9]=[CH:8][C:6]=1[NH2:7].[C:12](Cl)(=[O:17])[C:13]([CH3:16])([CH3:15])[CH3:14]. Product: [Br:4][C:5]1[CH:11]=[CH:10][CH:9]=[CH:8][C:6]=1[NH:7][C:12](=[O:17])[C:13]([CH3:16])([CH3:15])[CH3:14]. The catalyst class is: 424. (2) Reactant: [Si]([O:8][CH2:9][C:10]1([CH3:36])[S:16][CH2:15][CH2:14][N:13]2[C:17]([C:20]3([C:23]4[CH:28]=[CH:27][C:26]([C:29]5[C:34]([CH3:35])=[CH:33][CH:32]=[CH:31][N:30]=5)=[CH:25][CH:24]=4)[CH2:22][CH2:21]3)=[N:18][N:19]=[C:12]2[CH2:11]1)(C(C)(C)C)(C)C.Cl. Product: [CH3:36][C:10]1([CH2:9][OH:8])[S:16][CH2:15][CH2:14][N:13]2[C:17]([C:20]3([C:23]4[CH:28]=[CH:27][C:26]([C:29]5[C:34]([CH3:35])=[CH:33][CH:32]=[CH:31][N:30]=5)=[CH:25][CH:24]=4)[CH2:22][CH2:21]3)=[N:18][N:19]=[C:12]2[CH2:11]1. The catalyst class is: 5. (3) Reactant: O[CH:2]1[CH2:6][CH2:5][N:4]([C:7]([O:9][C:10]([CH3:13])([CH3:12])[CH3:11])=[O:8])[CH2:3]1.C(N(C(C)C)CC)(C)C.FC(F)(F)S(O)(=O)=O.[C:31]1([C@H:41]([NH2:43])[CH3:42])[C:40]2[C:35](=[CH:36][CH:37]=[CH:38][CH:39]=2)[CH:34]=[CH:33][CH:32]=1.C(=O)(O)[O-].[Na+]. Product: [C:31]1([CH:41]([NH:43][C@@H:2]2[CH2:6][CH2:5][N:4]([C:7]([O:9][C:10]([CH3:13])([CH3:12])[CH3:11])=[O:8])[CH2:3]2)[CH3:42])[C:40]2[C:35](=[CH:36][CH:37]=[CH:38][CH:39]=2)[CH:34]=[CH:33][CH:32]=1. The catalyst class is: 366. (4) The catalyst class is: 10. Product: [Br:1][C:2]1[CH:3]=[C:4]2[C:9](=[CH:10][CH:11]=1)[N:8]=[C:7]([NH:25][C:22]1[CH:21]=[CH:20][C:19]([N:13]3[CH2:18][CH2:17][O:16][CH2:15][CH2:14]3)=[CH:24][CH:23]=1)[N:6]=[CH:5]2. Reactant: [Br:1][C:2]1[CH:3]=[C:4]2[C:9](=[CH:10][CH:11]=1)[N:8]=[C:7](Cl)[N:6]=[CH:5]2.[N:13]1([C:19]2[CH:24]=[CH:23][C:22]([NH2:25])=[CH:21][CH:20]=2)[CH2:18][CH2:17][O:16][CH2:15][CH2:14]1. (5) The catalyst class is: 51. Reactant: [CH3:1][N:2]1[CH:6]=[C:5]([C:7]2[CH:8]=[C:9]([C:13]3([CH2:19][OH:20])[CH2:18][CH2:17][NH:16][CH2:15][CH2:14]3)[CH:10]=[CH:11][CH:12]=2)[CH:4]=[N:3]1.Cl[C:22]1[N:30]=[CH:29][N:28]=[C:27]2[C:23]=1[NH:24][CH:25]=[N:26]2.C(N(CC)CC)C. Product: [CH3:1][N:2]1[CH:6]=[C:5]([C:7]2[CH:8]=[C:9]([C:13]3([CH2:19][OH:20])[CH2:18][CH2:17][N:16]([C:22]4[N:30]=[CH:29][N:28]=[C:27]5[C:23]=4[N:24]=[CH:25][NH:26]5)[CH2:15][CH2:14]3)[CH:10]=[CH:11][CH:12]=2)[CH:4]=[N:3]1. (6) Reactant: [CH:1]1([CH2:4][N:5]2[C:13]3[C:8](=[CH:9][CH:10]=[C:11]([O:14][CH2:15][CH3:16])[CH:12]=3)[CH:7]=[C:6]2[C:17]2[CH:22]=[CH:21][C:20]([N+:23]([O-:25])=[O:24])=[CH:19][CH:18]=2)[CH2:3][CH2:2]1.[I:26]N1C(=O)CCC1=O. Product: [CH:1]1([CH2:4][N:5]2[C:13]3[C:8](=[CH:9][CH:10]=[C:11]([O:14][CH2:15][CH3:16])[CH:12]=3)[C:7]([I:26])=[C:6]2[C:17]2[CH:18]=[CH:19][C:20]([N+:23]([O-:25])=[O:24])=[CH:21][CH:22]=2)[CH2:3][CH2:2]1. The catalyst class is: 18. (7) Reactant: [CH2:1]([C:9]1[N:14]=[N:13][C:12]([NH2:15])=[CH:11][CH:10]=1)[CH2:2][C:3]1[CH:8]=[CH:7][CH:6]=[CH:5][CH:4]=1.C([O:18][C:19](=[O:27])/[CH:20]=[CH:21]/[CH:22](OC)OC)C.Cl.C(=O)(O)[O-].[Na+]. Product: [CH2:1]([C:9]1[CH:10]=[CH:11][C:12]2[N:13]([C:21]([CH2:20][C:19]([OH:27])=[O:18])=[CH:22][N:15]=2)[N:14]=1)[CH2:2][C:3]1[CH:8]=[CH:7][CH:6]=[CH:5][CH:4]=1. The catalyst class is: 6. (8) Reactant: [C:1]([C:3]1[CH:8]=[CH:7][C:6](B(O)O)=[CH:5][CH:4]=1)#[N:2].C(=O)([O-])[O-].[Cs+].[Cs+].[F-].[Cs+].Br[C:21]1[CH:22]=[C:23]2[C:28](=[CH:29][CH:30]=1)[N:27]=[C:26]([CH3:31])[CH:25]=[N:24]2. Product: [CH3:31][C:26]1[CH:25]=[N:24][C:23]2[C:28]([N:27]=1)=[CH:29][C:30]([C:6]1[CH:7]=[CH:8][C:3]([C:1]#[N:2])=[CH:4][CH:5]=1)=[CH:21][CH:22]=2. The catalyst class is: 226.